From a dataset of Peptide-MHC class I binding affinity with 185,985 pairs from IEDB/IMGT. Regression. Given a peptide amino acid sequence and an MHC pseudo amino acid sequence, predict their binding affinity value. This is MHC class I binding data. The binding affinity (normalized) is 0.0516. The peptide sequence is FPVRPQVPL. The MHC is HLA-B18:01 with pseudo-sequence HLA-B18:01.